From a dataset of Catalyst prediction with 721,799 reactions and 888 catalyst types from USPTO. Predict which catalyst facilitates the given reaction. Reactant: [C:1]([C:3]1[C:8]([CH3:9])=[C:7]([CH3:10])[C:6]([N+:11]([O-])=O)=[CH:5][N:4]=1)#[N:2].[Cl-].[Ca+2].[Cl-]. Product: [NH2:11][C:6]1[C:7]([CH3:10])=[C:8]([CH3:9])[C:3]([C:1]#[N:2])=[N:4][CH:5]=1. The catalyst class is: 292.